Predict which catalyst facilitates the given reaction. From a dataset of Catalyst prediction with 721,799 reactions and 888 catalyst types from USPTO. (1) Product: [NH2:1][CH2:2][CH2:3][N:4]([CH3:8])[CH2:5][CH2:6][NH:7][C:14](=[O:15])[O:13][C:9]([CH3:12])([CH3:11])[CH3:10]. The catalyst class is: 2. Reactant: [NH2:1][CH2:2][CH2:3][N:4]([CH3:8])[CH2:5][CH2:6][NH2:7].[C:9]([O:13][C:14](=O)[O:15]C(C)(C)C)([CH3:12])([CH3:11])[CH3:10]. (2) Reactant: [CH3:1][O:2][C:3]1[CH:4]=[C:5]([CH:10]=[C:11]([OH:14])[C:12]=1[OH:13])[C:6]([O:8][CH3:9])=[O:7].C(=O)([O-])[O-].[K+].[K+].Br[CH:22](Br)[CH3:23].Cl. Product: [CH3:1][O:2][C:3]1[CH:4]=[C:5]([CH:10]=[C:11]2[O:14][CH2:23][CH2:22][O:13][C:12]=12)[C:6]([O:8][CH3:9])=[O:7]. The catalyst class is: 95. (3) Reactant: [Cl:1][C:2]1[CH:7]=[CH:6][C:5]([C:8]2[C:12]([CH3:13])=[CH:11][NH:10][C:9]=2[C:14]([O:16][CH2:17][CH3:18])=[O:15])=[C:4]([F:19])[CH:3]=1.[H-].[Na+].[CH2:22](Br)[C:23]1[CH:28]=[CH:27][CH:26]=[CH:25][CH:24]=1. Product: [CH2:22]([N:10]1[CH:11]=[C:12]([CH3:13])[C:8]([C:5]2[CH:6]=[CH:7][C:2]([Cl:1])=[CH:3][C:4]=2[F:19])=[C:9]1[C:14]([O:16][CH2:17][CH3:18])=[O:15])[C:23]1[CH:28]=[CH:27][CH:26]=[CH:25][CH:24]=1. The catalyst class is: 3. (4) Reactant: [Si]([O:8][CH2:9][CH:10]([O:44][C:45]([C:60]1[CH:65]=[CH:64][CH:63]=[CH:62][CH:61]=1)([C:54]1[CH:59]=[CH:58][CH:57]=[CH:56][CH:55]=1)[C:46]1[CH:51]=[CH:50][CH:49]=[C:48]([O:52][CH3:53])[CH:47]=1)[CH2:11][CH2:12][N:13]1[CH:21]=[N:20][C:19]2[C:14]1=[N:15][C:16]([C:25]([C:38]1[CH:43]=[CH:42][CH:41]=[CH:40][CH:39]=1)([C:32]1[CH:37]=[CH:36][CH:35]=[CH:34][CH:33]=1)[C:26]1[CH:31]=[CH:30][CH:29]=[CH:28][CH:27]=1)=[N:17][C:18]=2[NH:22][O:23][CH3:24])(C(C)(C)C)(C)C.[F-].C([N+](CCCC)(CCCC)CCCC)CCC. Product: [OH:8][CH2:9][CH:10]([O:44][C:45]([C:60]1[CH:61]=[CH:62][CH:63]=[CH:64][CH:65]=1)([C:54]1[CH:59]=[CH:58][CH:57]=[CH:56][CH:55]=1)[C:46]1[CH:51]=[CH:50][CH:49]=[C:48]([O:52][CH3:53])[CH:47]=1)[CH2:11][CH2:12][N:13]1[CH:21]=[N:20][C:19]2[C:14]1=[N:15][C:16]([C:25]([C:38]1[CH:43]=[CH:42][CH:41]=[CH:40][CH:39]=1)([C:26]1[CH:31]=[CH:30][CH:29]=[CH:28][CH:27]=1)[C:32]1[CH:33]=[CH:34][CH:35]=[CH:36][CH:37]=1)=[N:17][C:18]=2[NH:22][O:23][CH3:24]. The catalyst class is: 1. (5) Product: [CH3:30][C:28]1[N:29]2[CH2:7][CH2:8][N:9]([CH:10]3[CH2:11][CH2:12][N:13]([C:16]([O:18][C:19]([CH3:22])([CH3:20])[CH3:21])=[O:17])[CH2:14][CH2:15]3)[C:23](=[O:24])[C:25]2=[CH:26][N:27]=1. Reactant: CS(Cl)(=O)=O.O[CH2:7][CH2:8][N:9]([C:23]([C:25]1[NH:29][C:28]([CH3:30])=[N:27][CH:26]=1)=[O:24])[CH:10]1[CH2:15][CH2:14][N:13]([C:16]([O:18][C:19]([CH3:22])([CH3:21])[CH3:20])=[O:17])[CH2:12][CH2:11]1.C(N(CC)CC)C.C(Cl)(Cl)Cl. The catalyst class is: 20.